Dataset: Full USPTO retrosynthesis dataset with 1.9M reactions from patents (1976-2016). Task: Predict the reactants needed to synthesize the given product. (1) Given the product [CH3:15][C:10]1[C:9]([C:6]2[N:5]=[C:4]([C:16]3[CH:17]=[C:18]([OH:26])[CH:19]=[CH:20][C:21]=3[C:22]([F:25])([F:24])[F:23])[N:3]=[C:2]([NH:28][CH:29]3[CH2:30][CH2:31][N:32]([C:35]([O:37][CH3:38])=[O:36])[CH2:33][CH2:34]3)[C:7]=2[CH3:8])=[C:13]([CH3:14])[O:12][N:11]=1, predict the reactants needed to synthesize it. The reactants are: Cl[C:2]1[C:7]([CH3:8])=[C:6]([C:9]2[C:10]([CH3:15])=[N:11][O:12][C:13]=2[CH3:14])[N:5]=[C:4]([C:16]2[CH:17]=[C:18]([OH:26])[CH:19]=[CH:20][C:21]=2[C:22]([F:25])([F:24])[F:23])[N:3]=1.Cl.[NH2:28][CH:29]1[CH2:34][CH2:33][N:32]([C:35]([O:37][CH3:38])=[O:36])[CH2:31][CH2:30]1. (2) Given the product [Cl:1][C:2]1[N:7]=[C:6]([NH:15][C:14]2[CH:16]=[CH:17][CH:18]=[CH:19][C:13]=2[C:12]([OH:21])=[O:20])[C:5]([N+:9]([O-:11])=[O:10])=[CH:4][N:3]=1, predict the reactants needed to synthesize it. The reactants are: [Cl:1][C:2]1[N:7]=[C:6](Cl)[C:5]([N+:9]([O-:11])=[O:10])=[CH:4][N:3]=1.[C:12]([OH:21])(=[O:20])[C:13]1[C:14](=[CH:16][CH:17]=[CH:18][CH:19]=1)[NH2:15].C(N(CC)C(C)C)(C)C. (3) Given the product [C:16]([O:20][C:21](=[O:44])[NH:22][C@@H:23]1[CH2:28][CH2:27][C@@H:26](/[CH:29]=[CH:12]/[C:11]2[C:2]([F:1])=[CH:3][CH:4]=[C:5]3[C:10]=2[N:9]=[C:8]([O:14][CH3:15])[CH:7]=[CH:6]3)[O:25][CH2:24]1)([CH3:19])([CH3:17])[CH3:18], predict the reactants needed to synthesize it. The reactants are: [F:1][C:2]1[C:11]([CH:12]=O)=[C:10]2[C:5]([CH:6]=[CH:7][C:8]([O:14][CH3:15])=[N:9]2)=[CH:4][CH:3]=1.[C:16]([O:20][C:21](=[O:44])[NH:22][C@@H:23]1[CH2:28][CH2:27][C@@H:26]([CH2:29]S(C2N(C3C=CC=CC=3)N=NN=2)(=O)=O)[O:25][CH2:24]1)([CH3:19])([CH3:18])[CH3:17].[Li+].C[Si]([N-][Si](C)(C)C)(C)C.O. (4) Given the product [CH3:35][N:2]([CH3:1])[CH2:3][CH2:4][CH2:5][C:6]1[CH:7]=[N:8][CH:9]=[C:10]([CH:34]=1)[C:11]([NH:13][C:14]1[CH:19]=[CH:18][C:17]([CH3:20])=[C:16]([NH:21][C:22]2[CH:23]=[C:24]3[C:29](=[CH:30][CH:31]=2)[N:28]=[CH:27][N:26]([CH3:32])[C:25]3=[O:33])[CH:15]=1)=[O:12], predict the reactants needed to synthesize it. The reactants are: [CH3:1][N:2]([CH3:35])[CH2:3][C:4]#[C:5][C:6]1[CH:7]=[N:8][CH:9]=[C:10]([CH:34]=1)[C:11]([NH:13][C:14]1[CH:19]=[CH:18][C:17]([CH3:20])=[C:16]([NH:21][C:22]2[CH:23]=[C:24]3[C:29](=[CH:30][CH:31]=2)[N:28]=[CH:27][N:26]([CH3:32])[C:25]3=[O:33])[CH:15]=1)=[O:12]. (5) Given the product [CH3:1][O:2][C:3]1[CH:12]=[C:11]2[C:6](=[CH:5][CH:4]=1)[CH2:7][CH:8]([C:13]1[CH:18]=[CH:17][CH:16]=[CH:15][C:14]=1[NH2:19])[CH2:9][CH2:10]2, predict the reactants needed to synthesize it. The reactants are: [CH3:1][O:2][C:3]1[CH:12]=[C:11]2[C:6]([CH:7]=[C:8]([C:13]3[CH:18]=[CH:17][CH:16]=[CH:15][C:14]=3[N+:19]([O-])=O)[CH2:9][CH2:10]2)=[CH:5][CH:4]=1.Cl. (6) Given the product [F:23][C:24]1[CH:31]=[CH:30][CH:29]=[C:28]([F:32])[C:25]=1[CH2:26][N:10]1[CH2:11][CH2:12][C:7]([N:13]([C:17]2[CH:18]=[CH:19][CH:20]=[CH:21][CH:22]=2)[C:14](=[O:16])[CH3:15])([C:4]2[S:5][CH:6]=[C:2]([CH3:1])[N:3]=2)[CH2:8][CH2:9]1, predict the reactants needed to synthesize it. The reactants are: [CH3:1][C:2]1[N:3]=[C:4]([C:7]2([N:13]([C:17]3[CH:22]=[CH:21][CH:20]=[CH:19][CH:18]=3)[C:14](=[O:16])[CH3:15])[CH2:12][CH2:11][NH:10][CH2:9][CH2:8]2)[S:5][CH:6]=1.[F:23][C:24]1[CH:31]=[CH:30][CH:29]=[C:28]([F:32])[C:25]=1[CH:26]=O.C(O[BH-](OC(=O)C)OC(=O)C)(=O)C.[Na+].C(=O)(O)[O-].[Na+]. (7) The reactants are: Cl.[CH:2]1([CH2:5][O:6][C:7]2[CH:15]=[CH:14][C:10]3[O:11][CH2:12][O:13][C:9]=3[C:8]=2[C:16]2[C:17]3[NH:24][C:23]([CH3:25])=[C:22]([C:26]([NH:28][C@H:29]4[C@H:33]([OH:34])[CH2:32][NH:31][CH2:30]4)=[O:27])[C:18]=3[N:19]=[CH:20][N:21]=2)[CH2:4][CH2:3]1.[C:35](Cl)(=[O:38])[CH2:36][CH3:37]. Given the product [CH:2]1([CH2:5][O:6][C:7]2[CH:15]=[CH:14][C:10]3[O:11][CH2:12][O:13][C:9]=3[C:8]=2[C:16]2[C:17]3[NH:24][C:23]([CH3:25])=[C:22]([C:26]([NH:28][C@H:29]4[C@H:33]([OH:34])[CH2:32][N:31]([C:35](=[O:38])[CH2:36][CH3:37])[CH2:30]4)=[O:27])[C:18]=3[N:19]=[CH:20][N:21]=2)[CH2:4][CH2:3]1, predict the reactants needed to synthesize it. (8) The reactants are: [Cl:1][C:2]1[CH:7]=[CH:6][C:5]([C:8]2[N:12]([C:13]3[CH:18]=[CH:17][C:16]([Cl:19])=[CH:15][C:14]=3[Cl:20])[N:11]=[C:10]([C:21](Cl)=[O:22])[C:9]=2[CH3:24])=[CH:4][CH:3]=1.[NH2:25][N:26]1[CH2:31][CH2:30][CH2:29][CH2:28][CH2:27]1.C(N(CC)CC)C. Given the product [N:26]1([NH:25][C:21]([C:10]2[C:9]([CH3:24])=[C:8]([C:5]3[CH:4]=[CH:3][C:2]([Cl:1])=[CH:7][CH:6]=3)[N:12]([C:13]3[CH:18]=[CH:17][C:16]([Cl:19])=[CH:15][C:14]=3[Cl:20])[N:11]=2)=[O:22])[CH2:31][CH2:30][CH2:29][CH2:28][CH2:27]1, predict the reactants needed to synthesize it. (9) Given the product [Cl:24][C:22]1[CH:21]=[C:20]([C:25]2([C:41]([F:42])([F:44])[F:43])[O:29][N:28]=[C:27]([C:30]3[CH:31]=[C:32]4[C:37](=[CH:38][CH:39]=3)[N:36]=[C:35]([C:5]#[N:6])[CH:34]=[CH:33]4)[CH2:26]2)[CH:19]=[C:18]([Cl:17])[CH:23]=1, predict the reactants needed to synthesize it. The reactants are: C[Si]([C:5]#[N:6])(C)C.C(N(CC)CC)C.C(#N)C.[Cl:17][C:18]1[CH:19]=[C:20]([C:25]2([C:41]([F:44])([F:43])[F:42])[O:29][N:28]=[C:27]([C:30]3[CH:31]=[C:32]4[C:37](=[CH:38][CH:39]=3)[N+:36]([O-])=[CH:35][CH:34]=[CH:33]4)[CH2:26]2)[CH:21]=[C:22]([Cl:24])[CH:23]=1.